Task: Binary Classification. Given a miRNA mature sequence and a target amino acid sequence, predict their likelihood of interaction.. Dataset: Experimentally validated miRNA-target interactions with 360,000+ pairs, plus equal number of negative samples (1) The miRNA is mmu-miR-10a-5p with sequence UACCCUGUAGAUCCGAAUUUGUG. The protein sequence of the target gene is MSVRPFESPPPYRPDEFKPNHYAPSNDMYGGEMHVRPMLSQPAYSFYPEDEILHFYKWTSPPGVIRILSMLIIVMCIAIFACVASTLAWDRGYGTGLFGGSLNYPYSGFGYGGGYGGGYGGYGYGYGGYTDPRAAKGFLLAMAAFCFIASLVIFVTSVIRSGMSRTRRYYLIVIIVSAILGIMVFIATIVYIMGVNPTAQASGSMYGSQIYMICNQFYTPGGTGLYVDQYLYHYCVVDPQEAIAIVLGFMIIVAFALIIFFAVKTRRKMDRYDKSNILWDKEHIYDEQPPNVEEWVKNVS.... Result: 1 (interaction). (2) The miRNA is hsa-miR-4751 with sequence AGAGGACCCGUAGCUGCUAGAAGG. The protein sequence of the target gene is MGRLDGKVIILTAAAQGIGQAAALAFAREGAKVIATDINESKLQELEKYPGIQTRVLDVTKKKQIDQFANEVERLDVLFNVAGFVHHGTVLDCEEKDWDFSMNLNVRSMYLMIKAFLPKMLAQKSGNIINMSSVASSVKGVVNRCVYSTTKAAVIGLTKSVAADFIQQGIRCNCVCPGTVDTPSLQERIQARGNPEEARNDFLKRQKTGRFATAEEIAMLCVYLASDESAYVTGNPVIIDGGWSL. Result: 0 (no interaction). (3) The miRNA is mmu-miR-466k with sequence UGUGUGUGUACAUGUACAUGUGA. The protein sequence of the target gene is MDYTHQPALIPCGQDKYMPKSELLLHLKTYNLYYEGQNLQLRHREEEDEFIVEGLLNISWGLRRPIRLQMQDDHERIRPPPSSSSWHSGCNLGAQGTTLKPLTMPTVQISEVDMPVEGLETHSPTDSRGLKPVQEDTPQLMRTRSDVGVRRRGNVRTSSDQRRIRRHRFSINGHFYNHKTSVFTPAYGSVTNVRINSTMTTPQVLKLLLNKFKIENSAEEFALYVVHTSGEKQRLKSSDYPLIARILQGPCEQISKVFLMEKDQVEEVTYDVAQYIKFEMPVLKSFIQKLQEEEDREVEK.... Result: 1 (interaction).